This data is from Forward reaction prediction with 1.9M reactions from USPTO patents (1976-2016). The task is: Predict the product of the given reaction. Given the reactants [Br:1][C:2]1[CH:3]=[C:4]2[C:8](=[CH:9][CH:10]=1)[NH:7][C:6]([C:11]1[CH:18]=[CH:17][C:14]([C:15]#[N:16])=[CH:13][CH:12]=1)=[C:5]2[C:19]1[CH:24]=[CH:23][N:22]=[C:21](SC)[N:20]=1.C1C=C(Cl)C=C(C(OO)=O)C=1.[NH4+:38].[Cl-].[NH4+].[OH-], predict the reaction product. The product is: [NH2:38][C:21]1[N:20]=[C:19]([C:5]2[C:4]3[C:8](=[CH:9][CH:10]=[C:2]([Br:1])[CH:3]=3)[NH:7][C:6]=2[C:11]2[CH:18]=[CH:17][C:14]([C:15]#[N:16])=[CH:13][CH:12]=2)[CH:24]=[CH:23][N:22]=1.